This data is from Forward reaction prediction with 1.9M reactions from USPTO patents (1976-2016). The task is: Predict the product of the given reaction. (1) Given the reactants [N:1]1[CH:6]=[CH:5][C:4]([C:7]2[CH:8]=[C:9]3[C:14](=[CH:15][CH:16]=2)[N:13]=[C:12]([NH:17][C:18]2[CH:25]=[CH:24][C:21]([CH:22]=O)=[CH:20][CH:19]=2)[N:11]=[CH:10]3)=[CH:3][CH:2]=1.[N:26]1([CH2:32][CH2:33][NH2:34])[CH2:31][CH2:30][O:29][CH2:28][CH2:27]1.[BH3-]C#N.[Na+], predict the reaction product. The product is: [N:26]1([CH2:32][CH2:33][NH:34][CH2:22][C:21]2[CH:20]=[CH:19][C:18]([NH:17][C:12]3[N:11]=[CH:10][C:9]4[C:14](=[CH:15][CH:16]=[C:7]([C:4]5[CH:5]=[CH:6][N:1]=[CH:2][CH:3]=5)[CH:8]=4)[N:13]=3)=[CH:25][CH:24]=2)[CH2:31][CH2:30][O:29][CH2:28][CH2:27]1. (2) The product is: [Cl:17][C:18]1[CH:23]=[CH:22][C:21]([C:24]2[CH:25]([C:27]3[CH:32]=[CH:31][CH:30]=[CH:29][CH:28]=3)[CH2:26][NH:52][N:51]=2)=[CH:20][CH:19]=1. Given the reactants ClC1C=CC(C(=O)CC2C=CC=CC=2)=CC=1.[Cl:17][C:18]1[CH:23]=[CH:22][C:21]([C:24](=O)[C:25]([C:27]2[CH:32]=[CH:31][CH:30]=[CH:29][CH:28]=2)=[CH2:26])=[CH:20][CH:19]=1.N1CCCCC1.C(C1C=CC=CC=1)(=O)C=C.O.[NH2:51][NH2:52], predict the reaction product. (3) Given the reactants I[C:2]1[C:10]2[N:9]3[CH:11]=[N:12][N:13]=[C:8]3[CH:7]=[N:6][C:5]=2[N:4]([CH2:14][O:15][CH2:16][CH2:17][Si:18]([CH3:21])([CH3:20])[CH3:19])[CH:3]=1.[CH3:22][OH:23].CN([CH:27]=[O:28])C, predict the reaction product. The product is: [CH3:19][Si:18]([CH3:21])([CH3:20])[CH2:17][CH2:16][O:15][CH2:14][N:4]1[C:5]2[N:6]=[CH:7][C:8]3[N:9]([CH:11]=[N:12][N:13]=3)[C:10]=2[C:2]([C:22]([O:28][CH3:27])=[O:23])=[CH:3]1.